Task: Predict the product of the given reaction.. Dataset: Forward reaction prediction with 1.9M reactions from USPTO patents (1976-2016) (1) Given the reactants [CH:1]1[C:10]2[C:5](=[CH:6][CH:7]=[CH:8][CH:9]=2)[CH2:4][CH2:3][N:2]=1.[CH3:11][O:12][S:13]([C:16]1[CH:21]=[CH:20][C:19]([CH3:22])=[CH:18][CH:17]=1)(=[O:15])=[O:14], predict the reaction product. The product is: [CH3:11][N+:2]1[CH2:3][CH2:4][C:5]2[C:10](=[CH:9][CH:8]=[CH:7][CH:6]=2)[CH:1]=1.[CH3:22][C:19]1[CH:20]=[CH:21][C:16]([S:13]([OH:15])(=[O:14])=[O:12])=[CH:17][CH:18]=1. (2) Given the reactants [Cl:1][C:2]1[CH:7]=[CH:6][C:5]([C:8]2[C:9]([O:24][CH2:25][CH:26]3[CH2:28][CH2:27]3)=[N:10][CH:11]=[C:12]([CH:23]=2)[C:13]([NH:15][C@H:16]2[CH2:21][CH2:20][CH2:19][CH2:18][C@H:17]2[OH:22])=[O:14])=[CH:4][CH:3]=1.CC(OI1(OC(C)=O)(OC(C)=O)OC(=O)C2C=CC=CC1=2)=O, predict the reaction product. The product is: [Cl:1][C:2]1[CH:3]=[CH:4][C:5]([C:8]2[C:9]([O:24][CH2:25][CH:26]3[CH2:27][CH2:28]3)=[N:10][CH:11]=[C:12]([CH:23]=2)[C:13]([NH:15][C@H:16]2[CH2:21][CH2:20][CH2:19][CH2:18][C:17]2=[O:22])=[O:14])=[CH:6][CH:7]=1.